From a dataset of Full USPTO retrosynthesis dataset with 1.9M reactions from patents (1976-2016). Predict the reactants needed to synthesize the given product. (1) Given the product [NH2:15][C@H:13]([C:7]1[C:8](=[O:12])[NH:9][C:10]2[C:5]([CH:6]=1)=[CH:4][C:3]([Cl:22])=[C:2]([Br:1])[CH:11]=2)[CH3:14], predict the reactants needed to synthesize it. The reactants are: [Br:1][C:2]1[CH:11]=[C:10]2[C:5]([CH:6]=[C:7]([C@@H:13]([NH:15][S@](C(C)(C)C)=O)[CH3:14])[C:8](=[O:12])[NH:9]2)=[CH:4][C:3]=1[Cl:22].Cl. (2) Given the product [CH3:24][O:23][C:21]([C:20]1[CH:25]=[CH:26][C:17]([C:16](=[O:27])[CH2:14][C:13]([C:10]2[CH:9]=[CH:8][C:7]([O:6][CH2:1][CH2:2][CH2:3][CH2:4][CH3:5])=[CH:12][CH:11]=2)=[O:15])=[CH:18][CH:19]=1)=[O:22], predict the reactants needed to synthesize it. The reactants are: [CH2:1]([O:6][C:7]1[CH:12]=[CH:11][C:10]([C:13](=[O:15])[CH3:14])=[CH:9][CH:8]=1)[CH2:2][CH2:3][CH2:4][CH3:5].[C:16](OC)(=[O:27])[C:17]1[CH:26]=[CH:25][C:20]([C:21]([O:23][CH3:24])=[O:22])=[CH:19][CH:18]=1.C[O-].[Na+].Cl. (3) Given the product [OH:35][CH:23]([C:5]1[N:4]=[C:3]([C:2]([F:1])([F:25])[F:26])[N:8]=[C:7]([O:9][CH:10]2[CH2:15][CH2:14][N:13]([C:16]([O:18][C:19]([CH3:21])([CH3:20])[CH3:22])=[O:17])[CH2:12][CH2:11]2)[CH:6]=1)[CH2:24][OH:31], predict the reactants needed to synthesize it. The reactants are: [F:1][C:2]([F:26])([F:25])[C:3]1[N:8]=[C:7]([O:9][CH:10]2[CH2:15][CH2:14][N:13]([C:16]([O:18][C:19]([CH3:22])([CH3:21])[CH3:20])=[O:17])[CH2:12][CH2:11]2)[CH:6]=[C:5]([CH:23]=[CH2:24])[N:4]=1.C[N+]1([O-])CC[O:31]CC1.[OH2:35]. (4) Given the product [Br:13][C:14]1[N:19]2[N:7]=[C:21]([NH2:23])[N:20]=[C:18]2[CH:17]=[CH:16][CH:15]=1, predict the reactants needed to synthesize it. The reactants are: Cl.NO.C([N:7](CC)C(C)C)(C)C.[Br:13][C:14]1[N:19]=[C:18]([NH:20][C:21]([NH:23]C(OCC)=O)=S)[CH:17]=[CH:16][CH:15]=1. (5) The reactants are: Cl[C:2]1[CH:10]=[CH:9][C:5]([C:6]([NH2:8])=[O:7])=[CH:4][N:3]=1.[CH3:11][C:12]1[CH:13]=[CH:14][CH:15]=[C:16]2[C:21]=1[N+:20]([O-])=[CH:19][CH:18]=[CH:17]2.Br.C(O)(=[O:26])C.[OH-].[Na+]. Given the product [CH3:11][C:12]1[CH:13]=[CH:14][CH:15]=[C:16]2[C:21]=1[N:20]=[C:19]([N:3]1[C:2](=[O:26])[CH:10]=[CH:9][C:5]([C:6]([NH2:8])=[O:7])=[CH:4]1)[CH:18]=[CH:17]2, predict the reactants needed to synthesize it. (6) Given the product [Cl:8][C:5]1[N:4]=[C:3]([C:10](=[O:12])[CH3:11])[C:2]([F:1])=[CH:7][N:6]=1, predict the reactants needed to synthesize it. The reactants are: [F:1][C:2]1[C:3](Cl)=[N:4][C:5]([Cl:8])=[N:6][CH:7]=1.[CH2:10]([O:12]C([Sn](C)(C)C)=C)[CH3:11].Cl. (7) The reactants are: [CH3:1][O:2][C:3]1[CH:17]=[CH:16][C:6]([CH2:7][CH2:8][NH:9][CH2:10][CH2:11][C:12]([O:14][CH3:15])=[O:13])=[CH:5][CH:4]=1.[C:18]([C:20]1[CH:25]=[CH:24][C:23]([S:26](Cl)(=[O:28])=[O:27])=[CH:22][CH:21]=1)#[N:19].C(N(CC)CC)C. Given the product [CH3:1][O:2][C:3]1[CH:4]=[CH:5][C:6]([CH2:7][CH2:8][N:9]([S:26]([C:23]2[CH:22]=[CH:21][C:20]([C:18]#[N:19])=[CH:25][CH:24]=2)(=[O:28])=[O:27])[CH2:10][CH2:11][C:12]([O:14][CH3:15])=[O:13])=[CH:16][CH:17]=1, predict the reactants needed to synthesize it. (8) Given the product [CH3:19][O:20][C:21]1[CH:22]=[CH:23][C:24]([CH2:25][C:26]2[NH:30][N:29]=[C:28]([NH:31][CH:8]=[C:9]3[C:17]4[C:12](=[CH:13][CH:14]=[CH:15][CH:16]=4)[NH:11][C:10]3=[O:18])[CH:27]=2)=[CH:32][CH:33]=1, predict the reactants needed to synthesize it. The reactants are: NC1C=CNN=1.O/[CH:8]=[C:9]1\[C:10](=[O:18])[NH:11][C:12]2[C:17]\1=[CH:16][CH:15]=[CH:14][CH:13]=2.[CH3:19][O:20][C:21]1[CH:33]=[CH:32][C:24]([CH2:25][C:26]2[NH:30][N:29]=[C:28]([NH2:31])[CH:27]=2)=[CH:23][CH:22]=1. (9) Given the product [C:17]1([N:16]2[C:15]3[CH:23]=[CH:24][CH:25]=[CH:26][C:14]=3[N:13]=[C:12]2[CH2:11][N:8]2[C:4]3[N:5]=[CH:6][N:7]=[C:2]([NH2:27])[C:3]=3[CH:10]=[CH:9]2)[CH:18]=[CH:19][CH:20]=[CH:21][CH:22]=1, predict the reactants needed to synthesize it. The reactants are: Cl[C:2]1[C:3]2[CH:10]=[CH:9][N:8]([CH2:11][C:12]3[N:16]([C:17]4[CH:22]=[CH:21][CH:20]=[CH:19][CH:18]=4)[C:15]4[CH:23]=[CH:24][CH:25]=[CH:26][C:14]=4[N:13]=3)[C:4]=2[N:5]=[CH:6][N:7]=1.[NH4+:27].[OH-].